Dataset: Reaction yield outcomes from USPTO patents with 853,638 reactions. Task: Predict the reaction yield, written as a fraction of the theoretical maximum amount of product (1.0 means a 100% yield; for example, 0.34 means a 34% yield). (1) The reactants are S(S([O-])=O)([O-])=O.[Na+].[Na+].[CH2:9]([O:16][C:17]1[CH:18]=[C:19]([N+:31]([O-])=O)[CH:20]=[CH:21][C:22]=1[O:23][CH2:24]C1C=CC=CC=1)[C:10]1[CH:15]=[CH:14][CH:13]=[CH:12][CH:11]=1.N. The catalyst is CO. The product is [CH2:9]([O:16][C:17]1[CH:18]=[C:19]([NH2:31])[CH:20]=[CH:21][C:22]=1[O:23][CH3:24])[C:10]1[CH:11]=[CH:12][CH:13]=[CH:14][CH:15]=1. The yield is 0.470. (2) The reactants are [CH3:1][N:2]1[C:6]([C:7]2[CH:8]=[C:9]([C:16]([O:18]C)=[O:17])[S:10][C:11]=2[C:12]([F:15])([F:14])[F:13])=[CH:5][CH:4]=[N:3]1.[OH-].[K+]. The catalyst is C1COCC1.O. The product is [CH3:1][N:2]1[C:6]([C:7]2[CH:8]=[C:9]([C:16]([OH:18])=[O:17])[S:10][C:11]=2[C:12]([F:13])([F:14])[F:15])=[CH:5][CH:4]=[N:3]1. The yield is 0.800.